This data is from Full USPTO retrosynthesis dataset with 1.9M reactions from patents (1976-2016). The task is: Predict the reactants needed to synthesize the given product. (1) Given the product [CH2:20]([O:23][C:15](=[O:16])[CH2:14][CH2:13][C:11]1[O:10][N:9]=[C:8]([C:4]2[CH:5]=[CH:6][CH:7]=[C:2]([Cl:1])[CH:3]=2)[N:12]=1)[CH3:21], predict the reactants needed to synthesize it. The reactants are: [Cl:1][C:2]1[CH:3]=[C:4]([C:8]2[N:12]=[C:11]([CH2:13][CH2:14][C:15](NN)=[O:16])[O:10][N:9]=2)[CH:5]=[CH:6][CH:7]=1.I[CH2:20][CH3:21].C([O-])([O-])=[O:23].[K+].[K+]. (2) Given the product [CH2:9]([O:8][C:6]1[N:5]=[CH:4][N:3]=[C:2]([N:15]([CH2:13][CH3:14])[CH2:16][C:17]2[CH:22]=[CH:21][CH:20]=[CH:19][CH:18]=2)[CH:7]=1)[C:10]#[C:11][CH3:12], predict the reactants needed to synthesize it. The reactants are: Cl[C:2]1[CH:7]=[C:6]([O:8][CH2:9][C:10]#[C:11][CH3:12])[N:5]=[CH:4][N:3]=1.[CH2:13]([NH:15][CH2:16][C:17]1[CH:22]=[CH:21][CH:20]=[CH:19][CH:18]=1)[CH3:14]. (3) Given the product [Cl:35][C:26]1[CH:27]=[CH:28][C:23]([S:20](/[N:19]=[C:10]2\[CH:9]=[C:8]([S:7][C:6]3[N:2]([CH3:1])[N:3]=[N:4][N:5]=3)[C:17](=[O:18])[C:16]3[C:11]\2=[CH:12][CH:13]=[CH:14][CH:15]=3)(=[O:22])=[O:21])=[CH:24][CH:25]=1.[CH3:1][N:2]1[C:6]([S:7][C:8]2[C:17](=[O:18])[C:16]3[C:11](=[CH:12][CH:13]=[CH:14][CH:15]=3)/[C:10](=[N:19]/[S:20]([C:23]3[CH:28]=[CH:27][C:26]([C:29]4[CH:34]=[CH:33][CH:32]=[CH:31][CH:30]=4)=[CH:25][CH:24]=3)(=[O:21])=[O:22])/[CH:9]=2)=[N:5][N:4]=[N:3]1, predict the reactants needed to synthesize it. The reactants are: [CH3:1][N:2]1[C:6]([S:7][C:8]2[C:17](=[O:18])[C:16]3[C:11](=[CH:12][CH:13]=[CH:14][CH:15]=3)/[C:10](=[N:19]/[S:20]([C:23]3[CH:28]=[CH:27][C:26]([C:29]4[CH:34]=[CH:33][CH:32]=[CH:31][CH:30]=4)=[CH:25][CH:24]=3)(=[O:22])=[O:21])/[CH:9]=2)=[N:5][N:4]=[N:3]1.[Cl:35]C1C=CC(S(/N=C2\C=C(Cl)C(=O)C3C\2=CC=CC=3)(=O)=O)=CC=1. (4) Given the product [CH3:12][C:13]1([CH2:16][CH2:17][CH2:18][CH2:19][CH3:20])[O:15][CH2:14]1.[CH3:12][C:13]([OH:15])([CH2:16][CH2:17][CH2:18][CH2:19][CH3:20])[CH2:14][OH:9], predict the reactants needed to synthesize it. The reactants are: ClC1C=CC=C(C(OO)=[O:9])C=1.[CH3:12][C:13]1([CH2:16][CH2:17][CH2:18][CH2:19][CH3:20])[O:15][CH2:14]1. (5) Given the product [F:1][C:2]([F:7])([F:6])[C:3]([OH:5])=[O:4].[C:46]([N:42]1[CH2:43][CH2:44][C@@H:40]([C:38]([NH:37][C:29]2[CH:30]=[CH:31][C:32]3[NH:33][C:34]4[N:35]=[C:19]([NH:20][C:21]5[CH:22]=[CH:23][CH:24]=[C:25]([CH:45]=5)[CH2:26][CH2:27][C:28]=2[CH:36]=3)[N:18]=[CH:17][C:16]=4[Cl:15])=[O:39])[CH2:41]1)(=[O:53])[C:47]1[CH:52]=[CH:51][CH:50]=[CH:49][CH:48]=1, predict the reactants needed to synthesize it. The reactants are: [F:1][C:2]([F:7])([F:6])[C:3]([OH:5])=[O:4].FC(F)(F)C(O)=O.[Cl:15][C:16]1[CH:17]=[N:18][C:19]2[NH:20][C:21]3[CH:22]=[CH:23][CH:24]=[C:25]([CH:45]=3)[CH2:26][CH2:27][C:28]3[CH:36]=[C:32]([NH:33][C:34]=1[N:35]=2)[CH:31]=[CH:30][C:29]=3[NH:37][C:38]([C@@H:40]1[CH2:44][CH2:43][NH:42][CH2:41]1)=[O:39].[C:46](Cl)(=[O:53])[C:47]1[CH:52]=[CH:51][CH:50]=[CH:49][CH:48]=1. (6) Given the product [CH2:38]([O:45][C:11]1[C:10]([C:30]([N:32]2[CH2:36][CH2:35][S:34][C:33]2=[S:37])=[O:31])=[CH:9][C:21]([C:22]([NH:24][CH2:28][CH2:27][O:77][CH3:76])=[O:23])=[CH:20][C:12]=1[C:13]([NH:15][CH2:16][CH2:17][O:18][CH3:19])=[O:14])[C:39]1[CH:44]=[CH:43][CH:42]=[CH:41][CH:40]=1, predict the reactants needed to synthesize it. The reactants are: C(O[C:9]1[C:21]([C:22]([N:24]2[CH2:28][CH2:27]SC2=S)=[O:23])=[CH:20][C:12]([C:13]([NH:15][CH2:16][CH2:17][O:18][CH3:19])=[O:14])=[CH:11][C:10]=1[C:30]([N:32]1[CH2:36][CH2:35][S:34][C:33]1=[S:37])=[O:31])C1C=CC=CC=1.[CH2:38]([O:45]C1C(C(N2CCSC2=S)=O)=CC(C(N2CCSC2=S)=O)=CC=1C(N1CCSC1=S)=O)[C:39]1[CH:44]=[CH:43][CH:42]=[CH:41][CH:40]=1.[CH3:76][O:77]CCN. (7) Given the product [OH:11][C:6]1[CH:7]=[N:8][CH:9]=[CH:10][C:5]=1[C:4]([NH:14][CH3:13])=[O:3], predict the reactants needed to synthesize it. The reactants are: C([O:3][C:4](=O)[C:5]1[CH:10]=[CH:9][N:8]=[CH:7][C:6]=1[OH:11])C.[CH3:13][NH:14]C.